This data is from Catalyst prediction with 721,799 reactions and 888 catalyst types from USPTO. The task is: Predict which catalyst facilitates the given reaction. Reactant: [Cl:1][C:2]1[CH:3]=[C:4]([N:9]2[CH2:15][C@@H:14]3[C@@H:11]([CH2:12][NH:13]3)[CH2:10]2)[CH:5]=[N:6][C:7]=1[Cl:8].[C:16]([OH:19])(=[O:18])[CH3:17].O.N. Product: [C:16]([OH:19])(=[O:18])[CH3:17].[Cl:1][C:2]1[CH:3]=[C:4]([N:9]2[CH2:15][C@@H:14]3[C@@H:11]([CH2:12][NH:13]3)[CH2:10]2)[CH:5]=[N:6][C:7]=1[Cl:8]. The catalyst class is: 1.